Dataset: Catalyst prediction with 721,799 reactions and 888 catalyst types from USPTO. Task: Predict which catalyst facilitates the given reaction. The catalyst class is: 96. Reactant: [CH3:1][C:2]1([CH3:16])[C:6]([CH3:8])([CH3:7])[O:5][B:4]([C:9]2[CH:14]=[CH:13][C:12]([NH2:15])=[CH:11][CH:10]=2)[O:3]1.CN1CCOCC1.Cl[CH2:25][CH2:26][S:27](Cl)(=[O:29])=[O:28].C1C=C2C(C(O)(O)C(=O)C2=CC=1)=O. Product: [CH3:8][C:6]1([CH3:7])[C:2]([CH3:16])([CH3:1])[O:3][B:4]([C:9]2[CH:14]=[CH:13][C:12]([NH:15][S:27]([CH:26]=[CH2:25])(=[O:29])=[O:28])=[CH:11][CH:10]=2)[O:5]1.